Dataset: Reaction yield outcomes from USPTO patents with 853,638 reactions. Task: Predict the reaction yield, written as a fraction of the theoretical maximum amount of product (1.0 means a 100% yield; for example, 0.34 means a 34% yield). (1) The reactants are Br[C:2]1[S:6][C:5]([CH:7]=[O:8])=[CH:4][CH:3]=1.[CH2:9](C([Sn])=C(CCCC)CCCC)[CH2:10]CC. The catalyst is C1(C)C=CC=CC=1.C1C=CC([P]([Pd]([P](C2C=CC=CC=2)(C2C=CC=CC=2)C2C=CC=CC=2)([P](C2C=CC=CC=2)(C2C=CC=CC=2)C2C=CC=CC=2)[P](C2C=CC=CC=2)(C2C=CC=CC=2)C2C=CC=CC=2)(C2C=CC=CC=2)C2C=CC=CC=2)=CC=1. The product is [CH:9]([C:2]1[S:6][C:5]([CH:7]=[O:8])=[CH:4][CH:3]=1)=[CH2:10]. The yield is 0.850. (2) The reactants are Cl.O1CCOCC1.[Si]([O:15][C@H:16]1[CH2:20][CH2:19][N:18]([CH2:21][C:22]2[CH:27]=[CH:26][C:25]([CH:28]([F:30])[F:29])=[CH:24][CH:23]=2)[C:17]1=[O:31])(C(C)(C)C)(C)C. The catalyst is ClCCl. The product is [F:30][CH:28]([F:29])[C:25]1[CH:24]=[CH:23][C:22]([CH2:21][N:18]2[CH2:19][CH2:20][C@H:16]([OH:15])[C:17]2=[O:31])=[CH:27][CH:26]=1. The yield is 1.00. (3) The reactants are Cl.[NH2:2][C@@H:3]1[C:11]2[C:6](=[C:7]([C:12]3[S:16][C:15]([C:17]4[CH:18]=[CH:19][C:20]([O:25][CH:26]([CH3:28])[CH3:27])=[C:21]([CH:24]=4)[C:22]#[N:23])=[N:14][N:13]=3)[CH:8]=[CH:9][CH:10]=2)[CH2:5][CH2:4]1.CCN(C(C)C)C(C)C.[CH3:38][S:39]([CH:42]=[CH2:43])(=[O:41])=[O:40]. The catalyst is CC(N(C)C)=O. The product is [CH:26]([O:25][C:20]1[CH:19]=[CH:18][C:17]([C:15]2[S:16][C:12]([C:7]3[CH:8]=[CH:9][CH:10]=[C:11]4[C:6]=3[CH2:5][CH2:4][C@@H:3]4[NH:2][CH2:43][CH2:42][S:39]([CH3:38])(=[O:41])=[O:40])=[N:13][N:14]=2)=[CH:24][C:21]=1[C:22]#[N:23])([CH3:28])[CH3:27]. The yield is 0.310. (4) The reactants are Br[C:2]1[C:3](=[O:15])[C:4]([CH3:14])([CH3:13])[O:5][C:6]=1[C:7]1[CH:12]=[CH:11][N:10]=[CH:9][CH:8]=1.[F:16][C:17]1[CH:18]=[C:19]2[C:24](=[CH:25][CH:26]=1)[N:23]=[C:22]([CH2:27][O:28][C:29]1[CH:34]=[CH:33][C:32](B3OC(C)(C)C(C)(C)O3)=[CH:31][CH:30]=1)[CH:21]=[CH:20]2.C([O-])([O-])=O.[Cs+].[Cs+]. The catalyst is C1(C)C=CC=CC=1.O.C1C=CC(P(C2C=CC=CC=2)[C-]2C=CC=C2)=CC=1.C1C=CC(P(C2C=CC=CC=2)[C-]2C=CC=C2)=CC=1.Cl[Pd]Cl.[Fe+2]. The product is [F:16][C:17]1[CH:18]=[C:19]2[C:24](=[CH:25][CH:26]=1)[N:23]=[C:22]([CH2:27][O:28][C:29]1[CH:30]=[CH:31][C:32]([C:2]3[C:3](=[O:15])[C:4]([CH3:14])([CH3:13])[O:5][C:6]=3[C:7]3[CH:12]=[CH:11][N:10]=[CH:9][CH:8]=3)=[CH:33][CH:34]=1)[CH:21]=[CH:20]2. The yield is 0.250. (5) The yield is 0.850. The catalyst is O1CCOCC1.C1C=CC(/C=C/C(/C=C/C2C=CC=CC=2)=O)=CC=1.C1C=CC(/C=C/C(/C=C/C2C=CC=CC=2)=O)=CC=1.C1C=CC(/C=C/C(/C=C/C2C=CC=CC=2)=O)=CC=1.[Pd].[Pd].P(OC)(OC)OC. The product is [CH3:7][C:6]1[O:5][C:4]([C:8]([O:10][CH3:11])=[O:9])=[CH:3][C:2]=1[C:17]1[N:13]([CH3:12])[N:14]=[CH:15][CH:16]=1. The reactants are Br[C:2]1[CH:3]=[C:4]([C:8]([O:10][CH3:11])=[O:9])[O:5][C:6]=1[CH3:7].[CH3:12][N:13]1[C:17](B2OC(C)(C)C(C)(C)O2)=[CH:16][CH:15]=[N:14]1.[O-]P([O-])([O-])=O.[K+].[K+].[K+]. (6) The reactants are [CH:1]1([N:4]2[CH:8]=[C:7]([C:9]3[CH:14]=[CH:13][N:12]=[CH:11][CH:10]=3)[C:6]([C:15]3[C:16]([F:36])=[C:17]([N:21](COC)[S:22]([C:25]4[CH:30]=[C:29]([F:31])[CH:28]=[CH:27][C:26]=4[F:32])(=[O:24])=[O:23])[CH:18]=[CH:19][CH:20]=3)=[N:5]2)[CH2:3][CH2:2]1. The catalyst is C(O)(C(F)(F)F)=O.O. The product is [CH:1]1([N:4]2[CH:8]=[C:7]([C:9]3[CH:14]=[CH:13][N:12]=[CH:11][CH:10]=3)[C:6]([C:15]3[C:16]([F:36])=[C:17]([NH:21][S:22]([C:25]4[CH:30]=[C:29]([F:31])[CH:28]=[CH:27][C:26]=4[F:32])(=[O:23])=[O:24])[CH:18]=[CH:19][CH:20]=3)=[N:5]2)[CH2:3][CH2:2]1. The yield is 0.990. (7) The reactants are [F:1][C:2]1[CH:7]=[CH:6][C:5]([C:8]2[N:9]=[C:10]([CH2:13][C:14]#[N:15])[S:11][CH:12]=2)=[CH:4][CH:3]=1.[Li+].[CH3:17][Si]([N-][Si](C)(C)C)(C)C.IC. The catalyst is C1COCC1.CCOC(C)=O. The product is [F:1][C:2]1[CH:3]=[CH:4][C:5]([C:8]2[N:9]=[C:10]([CH:13]([CH3:17])[C:14]#[N:15])[S:11][CH:12]=2)=[CH:6][CH:7]=1. The yield is 0.340.